Dataset: NCI-60 drug combinations with 297,098 pairs across 59 cell lines. Task: Regression. Given two drug SMILES strings and cell line genomic features, predict the synergy score measuring deviation from expected non-interaction effect. (1) Drug 1: CC1=C2C(C(=O)C3(C(CC4C(C3C(C(C2(C)C)(CC1OC(=O)C(C(C5=CC=CC=C5)NC(=O)OC(C)(C)C)O)O)OC(=O)C6=CC=CC=C6)(CO4)OC(=O)C)O)C)O. Drug 2: C#CCC(CC1=CN=C2C(=N1)C(=NC(=N2)N)N)C3=CC=C(C=C3)C(=O)NC(CCC(=O)O)C(=O)O. Cell line: COLO 205. Synergy scores: CSS=49.9, Synergy_ZIP=4.94, Synergy_Bliss=2.74, Synergy_Loewe=-14.8, Synergy_HSA=2.04. (2) Drug 1: C1C(C(OC1N2C=NC(=NC2=O)N)CO)O. Drug 2: CC12CCC3C(C1CCC2OP(=O)(O)O)CCC4=C3C=CC(=C4)OC(=O)N(CCCl)CCCl.[Na+]. Cell line: TK-10. Synergy scores: CSS=22.8, Synergy_ZIP=-6.63, Synergy_Bliss=-1.37, Synergy_Loewe=-32.6, Synergy_HSA=-0.593.